Dataset: Forward reaction prediction with 1.9M reactions from USPTO patents (1976-2016). Task: Predict the product of the given reaction. (1) Given the reactants [N:1]([C:4]1[CH:14]=[CH:13][C:7]([C:8]([NH:10][CH2:11][CH3:12])=[O:9])=[CH:6][CH:5]=1)=[N+:2]=[N-:3].[C:15]1([CH2:21][C:22](=O)[CH2:23][C:24]([O:26]CC)=[O:25])[CH:20]=[CH:19][CH:18]=[CH:17][CH:16]=1.[O-]CC.[Na+].C(=O)([O-])[O-].[Na+].[Na+], predict the reaction product. The product is: [CH2:21]([C:22]1[N:1]([C:4]2[CH:5]=[CH:6][C:7]([C:8]([NH:10][CH2:11][CH3:12])=[O:9])=[CH:13][CH:14]=2)[N:2]=[N:3][C:23]=1[C:24]([OH:26])=[O:25])[C:15]1[CH:20]=[CH:19][CH:18]=[CH:17][CH:16]=1. (2) Given the reactants [CH2:1]([C:5]1[C:9]([CH2:10][CH:11]=O)=[C:8]([CH3:13])[N:7]([C:14]2[CH:19]=[CH:18][CH:17]=[CH:16][N:15]=2)[N:6]=1)[CH:2]([CH3:4])[CH3:3].[F:20][C:21]1[CH:26]=[CH:25][C:24]([C:27]2[C:28]([N:33]3[CH2:38][CH2:37][NH:36][CH2:35][CH2:34]3)=[N:29][CH:30]=[CH:31][N:32]=2)=[CH:23][CH:22]=1.C(O)(=O)C.C(O[BH-](OC(=O)C)OC(=O)C)(=O)C.[Na+].C(Cl)[Cl:58], predict the reaction product. The product is: [ClH:58].[F:20][C:21]1[CH:26]=[CH:25][C:24]([C:27]2[C:28]([N:33]3[CH2:34][CH2:35][N:36]([CH2:11][CH2:10][C:9]4[C:5]([CH2:1][CH:2]([CH3:4])[CH3:3])=[N:6][N:7]([C:14]5[CH:19]=[CH:18][CH:17]=[CH:16][N:15]=5)[C:8]=4[CH3:13])[CH2:37][CH2:38]3)=[N:29][CH:30]=[CH:31][N:32]=2)=[CH:23][CH:22]=1. (3) The product is: [NH2:26][C:27]1[N:28]=[CH:29][C:30]([C:2]2[N:3]=[C:4]([N:20]3[CH2:25][CH2:24][O:23][CH2:22][CH2:21]3)[C:5]3[S:10][C:9]([N:11]([CH3:19])[CH:12]4[CH2:17][CH2:16][N:15]([CH3:18])[CH2:14][CH2:13]4)=[N:8][C:6]=3[N:7]=2)=[CH:31][CH:32]=1. Given the reactants Cl[C:2]1[N:3]=[C:4]([N:20]2[CH2:25][CH2:24][O:23][CH2:22][CH2:21]2)[C:5]2[S:10][C:9]([N:11]([CH3:19])[CH:12]3[CH2:17][CH2:16][N:15]([CH3:18])[CH2:14][CH2:13]3)=[N:8][C:6]=2[N:7]=1.[NH2:26][C:27]1[CH:32]=[CH:31][C:30](B2OC(C)(C)C(C)(C)O2)=[CH:29][N:28]=1.C([O-])(=O)C.[K+], predict the reaction product. (4) Given the reactants [C:1]([N:4]1[CH2:7][CH:6]([N:8]([CH2:37][CH3:38])[C:9]([C:11]2[S:15][C:14]3=[N:16][C:17]([C:27]4[CH:32]=[CH:31][C:30]([Cl:33])=[CH:29][CH:28]=4)([CH3:26])[CH:18]([C:19]4[CH:24]=[CH:23][C:22]([Cl:25])=[CH:21][CH:20]=4)[N:13]3[C:12]=2[CH:34]([CH3:36])[CH3:35])=[O:10])[CH2:5]1)(=[O:3])[CH3:2].[CH3:39][N:40](C)[CH2:41]C(O)=O, predict the reaction product. The product is: [Cl:25][C:22]1[CH:21]=[CH:20][C:19]([C@H:18]2[N:13]3[C:14]([S:15][C:11]([C:9]([N:8]([CH:6]4[CH2:7][N:4]([C:1](=[O:3])[CH2:2][N:40]([CH3:41])[CH3:39])[CH2:5]4)[CH2:37][CH3:38])=[O:10])=[C:12]3[CH:34]([CH3:35])[CH3:36])=[N:16][C@:17]2([C:27]2[CH:28]=[CH:29][C:30]([Cl:33])=[CH:31][CH:32]=2)[CH3:26])=[CH:24][CH:23]=1. (5) Given the reactants [Cl:1][C:2]1[CH:11]=[C:10]2[C:5]([CH2:6][CH2:7][NH:8][CH:9]2[C:12]2[CH:16]=[C:15]([CH:17]3[O:21][CH2:20][CH2:19][O:18]3)[S:14][C:13]=2[CH3:22])=[CH:4][CH:3]=1.C(N(CC)CC)C.[C:30]([O:34][C:35](O[C:35]([O:34][C:30]([CH3:33])([CH3:32])[CH3:31])=[O:36])=[O:36])([CH3:33])([CH3:32])[CH3:31].C([O-])(O)=O.[Na+], predict the reaction product. The product is: [Cl:1][C:2]1[CH:11]=[C:10]2[C:5]([CH2:6][CH2:7][N:8]([C:35]([O:34][C:30]([CH3:33])([CH3:32])[CH3:31])=[O:36])[CH:9]2[C:12]2[CH:16]=[C:15]([CH:17]3[O:21][CH2:20][CH2:19][O:18]3)[S:14][C:13]=2[CH3:22])=[CH:4][CH:3]=1. (6) Given the reactants [C:1]1([S:7]([OH:9])=[O:8])[CH:6]=[CH:5][CH:4]=[CH:3][CH:2]=1.[Cl-].[Cl-].[Ca+2].[F:13][C:14]1[CH:29]=[CH:28][C:17]([O:18][CH2:19][C@@H:20]([OH:27])[CH2:21][CH2:22][CH2:23][CH2:24][CH:25]=O)=[CH:16][CH:15]=1, predict the reaction product. The product is: [C:1]1([S:7]([CH:25]2[CH2:24][CH2:23][CH2:22][CH2:21][C@@H:20]([CH2:19][O:18][C:17]3[CH:28]=[CH:29][C:14]([F:13])=[CH:15][CH:16]=3)[O:27]2)(=[O:9])=[O:8])[CH:6]=[CH:5][CH:4]=[CH:3][CH:2]=1.